Dataset: NCI-60 drug combinations with 297,098 pairs across 59 cell lines. Task: Regression. Given two drug SMILES strings and cell line genomic features, predict the synergy score measuring deviation from expected non-interaction effect. (1) Drug 1: CC1=CC2C(CCC3(C2CCC3(C(=O)C)OC(=O)C)C)C4(C1=CC(=O)CC4)C. Drug 2: C#CCC(CC1=CN=C2C(=N1)C(=NC(=N2)N)N)C3=CC=C(C=C3)C(=O)NC(CCC(=O)O)C(=O)O. Cell line: SR. Synergy scores: CSS=-1.80, Synergy_ZIP=-6.81, Synergy_Bliss=-18.3, Synergy_Loewe=-42.8, Synergy_HSA=-18.5. (2) Drug 1: CCC1=CC2CC(C3=C(CN(C2)C1)C4=CC=CC=C4N3)(C5=C(C=C6C(=C5)C78CCN9C7C(C=CC9)(C(C(C8N6C)(C(=O)OC)O)OC(=O)C)CC)OC)C(=O)OC.C(C(C(=O)O)O)(C(=O)O)O. Drug 2: CC(C)(C#N)C1=CC(=CC(=C1)CN2C=NC=N2)C(C)(C)C#N. Cell line: UACC62. Synergy scores: CSS=48.5, Synergy_ZIP=-1.03, Synergy_Bliss=-0.919, Synergy_Loewe=-8.03, Synergy_HSA=-0.424. (3) Drug 1: CNC(=O)C1=CC=CC=C1SC2=CC3=C(C=C2)C(=NN3)C=CC4=CC=CC=N4. Drug 2: C1C(C(OC1N2C=NC3=C2NC=NCC3O)CO)O. Cell line: SK-MEL-28. Synergy scores: CSS=-0.305, Synergy_ZIP=1.56, Synergy_Bliss=2.42, Synergy_Loewe=-0.783, Synergy_HSA=-1.00. (4) Drug 1: CNC(=O)C1=CC=CC=C1SC2=CC3=C(C=C2)C(=NN3)C=CC4=CC=CC=N4. Drug 2: CN(C(=O)NC(C=O)C(C(C(CO)O)O)O)N=O. Cell line: HOP-92. Synergy scores: CSS=1.79, Synergy_ZIP=-0.904, Synergy_Bliss=-3.40, Synergy_Loewe=-3.67, Synergy_HSA=-4.53.